From a dataset of Reaction yield outcomes from USPTO patents with 853,638 reactions. Predict the reaction yield, written as a fraction of the theoretical maximum amount of product (1.0 means a 100% yield; for example, 0.34 means a 34% yield). The reactants are [F:1][C:2]([F:26])([F:25])[C:3]1[CH:4]=[C:5]([C:21]([F:24])([F:23])[F:22])[C:6]2[CH:7]=[CH:8][C:9]3[N:10]([CH:13]=[C:14]([C:16](OCC)=[O:17])[N:15]=3)[C:11]=2[N:12]=1.CC(C[AlH]CC(C)C)C. The catalyst is ClCCl. The product is [F:26][C:2]([F:1])([F:25])[C:3]1[CH:4]=[C:5]([C:21]([F:23])([F:24])[F:22])[C:6]2[CH:7]=[CH:8][C:9]3[N:10]([CH:13]=[C:14]([CH:16]=[O:17])[N:15]=3)[C:11]=2[N:12]=1. The yield is 0.630.